Task: Regression. Given two drug SMILES strings and cell line genomic features, predict the synergy score measuring deviation from expected non-interaction effect.. Dataset: NCI-60 drug combinations with 297,098 pairs across 59 cell lines Drug 1: CS(=O)(=O)C1=CC(=C(C=C1)C(=O)NC2=CC(=C(C=C2)Cl)C3=CC=CC=N3)Cl. Drug 2: C1=NC2=C(N=C(N=C2N1C3C(C(C(O3)CO)O)F)Cl)N. Cell line: MALME-3M. Synergy scores: CSS=36.1, Synergy_ZIP=1.91, Synergy_Bliss=3.40, Synergy_Loewe=-4.35, Synergy_HSA=2.35.